This data is from Reaction yield outcomes from USPTO patents with 853,638 reactions. The task is: Predict the reaction yield, written as a fraction of the theoretical maximum amount of product (1.0 means a 100% yield; for example, 0.34 means a 34% yield). (1) The reactants are Br[C:2]1[C:7]([NH:8][C:9](=[O:15])[O:10][C:11]([CH3:14])([CH3:13])[CH3:12])=[CH:6][CH:5]=[C:4]([C:16]2[CH:21]=[CH:20][CH:19]=[CH:18][CH:17]=2)[N:3]=1.C([Li])CCC.[CH:27](N1CCCCC1)=[O:28]. The catalyst is C1COCC1. The product is [CH:27]([C:2]1[C:7]([NH:8][C:9](=[O:15])[O:10][C:11]([CH3:14])([CH3:13])[CH3:12])=[CH:6][CH:5]=[C:4]([C:16]2[CH:21]=[CH:20][CH:19]=[CH:18][CH:17]=2)[N:3]=1)=[O:28]. The yield is 0.680. (2) The reactants are [CH3:1][N:2]1[CH:7]=[C:6](B2OC(C)(C)C(C)(C)O2)[CH:5]=[C:4]([NH:17][C:18]2[CH:23]=[CH:22][C:21]([N:24]3[CH2:29][CH2:28][N:27]([CH:30]4[CH2:33][O:32][CH2:31]4)[CH2:26][C@@H:25]3[CH3:34])=[CH:20][N:19]=2)[C:3]1=[O:35].Br[C:37]1[C:42]([CH:43]=[O:44])=[C:41]([Cl:45])[N:40]=[CH:39][CH:38]=1.[O-]P([O-])([O-])=O.[K+].[K+].[K+].C([O-])(=O)C.[Na+]. The catalyst is C1C=CC(P(C2C=CC=CC=2)[C-]2C=CC=C2)=CC=1.C1C=CC(P(C2C=CC=CC=2)[C-]2C=CC=C2)=CC=1.Cl[Pd]Cl.[Fe+2].O.C(#N)C. The product is [Cl:45][C:41]1[N:40]=[CH:39][CH:38]=[C:37]([C:6]2[CH:5]=[C:4]([NH:17][C:18]3[CH:23]=[CH:22][C:21]([N:24]4[CH2:29][CH2:28][N:27]([CH:30]5[CH2:33][O:32][CH2:31]5)[CH2:26][C@@H:25]4[CH3:34])=[CH:20][N:19]=3)[C:3](=[O:35])[N:2]([CH3:1])[CH:7]=2)[C:42]=1[CH:43]=[O:44]. The yield is 0.710. (3) The reactants are [C:1]([O:5][CH2:6][CH3:7])(=[O:4])[CH:2]=[CH2:3].B(F)(F)F.CCOCC.[CH:17]1[CH2:21][CH:20]=[CH:19][CH:18]=1.C1C2C3C=CC(C2C=C1)C3.S(=O)(=O)(O)O. The catalyst is C1(C)C=CC=CC=1. The product is [CH3:3][CH:2]([C:1]([O:5][CH2:6][CH3:7])=[O:4])[CH2:20][CH2:21][CH:17]=[CH:18][CH3:19]. The yield is 0.900.